This data is from Full USPTO retrosynthesis dataset with 1.9M reactions from patents (1976-2016). The task is: Predict the reactants needed to synthesize the given product. (1) Given the product [Si:18]([O:17][CH2:16][C@H:13]1[N:12]([C:25]([O:27][C:28]([CH3:31])([CH3:30])[CH3:29])=[O:26])[CH2:11][C@@H:10]([CH2:9][CH2:8][C:3]2[CH:4]=[CH:5][CH:6]=[CH:7][C:2]=2[NH:1][C:51](=[O:52])[C@H:37]([CH:38]([C:39]2[CH:40]=[CH:41][CH:42]=[CH:43][CH:44]=2)[C:45]2[CH:46]=[CH:47][CH:48]=[CH:49][CH:50]=2)[NH:36][C:34]([O:33][CH3:32])=[O:35])[O:15][CH2:14]1)([C:21]([CH3:22])([CH3:23])[CH3:24])([CH3:19])[CH3:20], predict the reactants needed to synthesize it. The reactants are: [NH2:1][C:2]1[CH:7]=[CH:6][CH:5]=[CH:4][C:3]=1[CH2:8][CH2:9][C@H:10]1[O:15][CH2:14][C@@H:13]([CH2:16][O:17][Si:18]([C:21]([CH3:24])([CH3:23])[CH3:22])([CH3:20])[CH3:19])[N:12]([C:25]([O:27][C:28]([CH3:31])([CH3:30])[CH3:29])=[O:26])[CH2:11]1.[CH3:32][O:33][C:34]([NH:36][C@H:37]([C:51](O)=[O:52])[CH:38]([C:45]1[CH:50]=[CH:49][CH:48]=[CH:47][CH:46]=1)[C:39]1[CH:44]=[CH:43][CH:42]=[CH:41][CH:40]=1)=[O:35].CN(C(ON1N=NC2C=CC=NC1=2)=[N+](C)C)C.F[P-](F)(F)(F)(F)F.N1C(C)=CC=CC=1C. (2) Given the product [Br:14][C:15]1[CH:28]=[C:27]2[C:18]([O:19][CH:20]3[CH:25]([C:26]42[C:32](=[O:33])[N:31]([CH3:34])[C:30](=[O:35])[NH:29]4)[CH2:24][CH2:23][CH:22]([O:36][Si:1]([C:4]([CH3:7])([CH3:6])[CH3:5])([CH3:3])[CH3:2])[CH2:21]3)=[CH:17][CH:16]=1, predict the reactants needed to synthesize it. The reactants are: [Si:1](Cl)([C:4]([CH3:7])([CH3:6])[CH3:5])([CH3:3])[CH3:2].N1C=CN=C1.[Br:14][C:15]1[CH:28]=[C:27]2[C:18]([O:19][CH:20]3[CH:25]([C:26]42[C:32](=[O:33])[N:31]([CH3:34])[C:30](=[O:35])[NH:29]4)[CH2:24][CH2:23][CH:22]([OH:36])[CH2:21]3)=[CH:17][CH:16]=1. (3) The reactants are: [CH3:1][O:2][C:3](=[O:24])[C@@H:4]([NH:15][C:16]([O:18][CH:19]1[CH2:23][CH2:22][CH2:21][CH2:20]1)=[O:17])[CH2:5][CH2:6][CH2:7][CH2:8][CH2:9][CH2:10][CH2:11][N:12]=[N+]=[N-]. Given the product [CH3:1][O:2][C:3](=[O:24])[C@@H:4]([NH:15][C:16]([O:18][CH:19]1[CH2:23][CH2:22][CH2:21][CH2:20]1)=[O:17])[CH2:5][CH2:6][CH2:7][CH2:8][CH2:9][CH2:10][CH2:11][NH2:12], predict the reactants needed to synthesize it. (4) Given the product [C:1]([C:5]1[CH:10]=[CH:9][CH:8]=[CH:7][C:6]=1[N:11]1[CH2:16][CH2:15][N:14]([C:17](=[O:29])[C:18]([N:20]2[CH2:24][CH2:23][CH:22]([C:25]([OH:27])=[O:26])[CH2:21]2)=[O:19])[CH2:13][CH2:12]1)([CH3:4])([CH3:2])[CH3:3], predict the reactants needed to synthesize it. The reactants are: [C:1]([C:5]1[CH:10]=[CH:9][CH:8]=[CH:7][C:6]=1[N:11]1[CH2:16][CH2:15][N:14]([C:17](=[O:29])[C:18]([N:20]2[CH2:24][CH2:23][CH:22]([C:25]([O:27]C)=[O:26])[CH2:21]2)=[O:19])[CH2:13][CH2:12]1)([CH3:4])([CH3:3])[CH3:2].[Li+].[OH-].Cl. (5) Given the product [Cl:22][C:16]1[CH:15]=[C:14]([CH3:19])[N:13]=[C:12](/[CH:11]=[CH:10]/[C:6]2[CH:7]=[CH:8][CH:9]=[C:4]([N+:1]([O-:3])=[O:2])[CH:5]=2)[N:17]=1, predict the reactants needed to synthesize it. The reactants are: [N+:1]([C:4]1[CH:5]=[C:6](/[CH:10]=[CH:11]/[C:12]2[N:17]=[C:16](O)[CH:15]=[C:14]([CH3:19])[N:13]=2)[CH:7]=[CH:8][CH:9]=1)([O-:3])=[O:2].O=P(Cl)(Cl)[Cl:22]. (6) The reactants are: [Cl:1][C:2]1[N:7]=[C:6]([OH:8])[C:5]([NH:9]C2C(=O)C(=O)C=2NC(C2OC(C)=CC=2)C2(C)COC2)=[CH:4][CH:3]=1.ClC1NC(=O)C([N+]([O-])=O)=CC=1. Given the product [NH2:9][C:5]1[C:6](=[O:8])[NH:7][C:2]([Cl:1])=[CH:3][CH:4]=1, predict the reactants needed to synthesize it. (7) Given the product [C:27]([O:31][C:32](=[O:41])[NH:33][C@H:34]1[CH2:35][CH2:36][C@H:37]([NH:40][C:24]([C:21]2[C:17]3[N:18]=[CH:19][N:20]=[C:15]([C:7]4[C:8]5[O:12][CH2:11][O:10][C:9]=5[CH:13]=[CH:14][C:6]=4[O:5][CH2:4][CH2:3][O:2][CH3:1])[C:16]=3[NH:23][CH:22]=2)=[O:25])[CH2:38][CH2:39]1)([CH3:30])([CH3:28])[CH3:29], predict the reactants needed to synthesize it. The reactants are: [CH3:1][O:2][CH2:3][CH2:4][O:5][C:6]1[CH:14]=[CH:13][C:9]2[O:10][CH2:11][O:12][C:8]=2[C:7]=1[C:15]1[C:16]2[NH:23][CH:22]=[C:21]([C:24](O)=[O:25])[C:17]=2[N:18]=[CH:19][N:20]=1.[C:27]([O:31][C:32](=[O:41])[NH:33][C@H:34]1[CH2:39][CH2:38][C@H:37]([NH2:40])[CH2:36][CH2:35]1)([CH3:30])([CH3:29])[CH3:28]. (8) The reactants are: [NH2:1][C:2]1[CH:3]=[C:4]([CH:8]=[CH:9][C:10]=1[C:11]([O:13]C)=[O:12])[C:5]([OH:7])=[O:6].O[Li].O. Given the product [NH2:1][C:2]1[CH:3]=[C:4]([C:5]([OH:7])=[O:6])[CH:8]=[CH:9][C:10]=1[C:11]([OH:13])=[O:12], predict the reactants needed to synthesize it.